Dataset: Reaction yield outcomes from USPTO patents with 853,638 reactions. Task: Predict the reaction yield, written as a fraction of the theoretical maximum amount of product (1.0 means a 100% yield; for example, 0.34 means a 34% yield). (1) The reactants are Cl.[Cl:2][C:3]1[CH:8]=[CH:7][C:6]([C@@H:9]([NH:13][C:14]([C:16]2([NH:31]C(=O)OC(C)(C)C)[CH2:21][CH2:20][N:19]([C:22]3[C:23]4[CH:30]=[CH:29][NH:28][C:24]=4[N:25]=[CH:26][N:27]=3)[CH2:18][CH2:17]2)=[O:15])[CH2:10][CH2:11][OH:12])=[CH:5][CH:4]=1. The catalyst is ClCCl. The product is [NH2:31][C:16]1([C:14]([NH:13][C@H:9]([C:6]2[CH:5]=[CH:4][C:3]([Cl:2])=[CH:8][CH:7]=2)[CH2:10][CH2:11][OH:12])=[O:15])[CH2:17][CH2:18][N:19]([C:22]2[C:23]3[CH:30]=[CH:29][NH:28][C:24]=3[N:25]=[CH:26][N:27]=2)[CH2:20][CH2:21]1. The yield is 0.194. (2) The reactants are Br[CH:2]1[CH2:6][CH2:5][N:4]([CH2:7][C:8]2[CH:13]=[CH:12][CH:11]=[CH:10][CH:9]=2)[C:3]1=[O:14].[CH3:15][O:16][C:17]1[CH:22]=[CH:21][C:20]([CH:23]2[CH2:28][CH2:27][NH:26][CH2:25][CH2:24]2)=[CH:19][CH:18]=1.CCN(C(C)C)C(C)C. The catalyst is C(#N)C. The product is [CH2:7]([N:4]1[CH2:5][CH2:6][CH:2]([N:26]2[CH2:27][CH2:28][CH:23]([C:20]3[CH:19]=[CH:18][C:17]([O:16][CH3:15])=[CH:22][CH:21]=3)[CH2:24][CH2:25]2)[C:3]1=[O:14])[C:8]1[CH:13]=[CH:12][CH:11]=[CH:10][CH:9]=1. The yield is 0.710. (3) The reactants are N(OC(C)(C)C)=O.N[C:9]1[CH:14]=[CH:13][CH:12]=[CH:11][C:10]=1[S:15]([NH:18][C:19]1[CH:20]=[CH:21][CH:22]=[C:23]2[C:28]=1[N:27]=[CH:26][CH:25]=[C:24]2[O:29][CH3:30])(=[O:17])=[O:16]. The catalyst is CC(O)=O.C1COCC1. The product is [CH3:30][O:29][C:24]1[C:23]2[C:28](=[C:19]3[C:20](=[CH:21][CH:22]=2)[C:11]2[C:10](=[CH:9][CH:14]=[CH:13][CH:12]=2)[S:15](=[O:17])(=[O:16])[NH:18]3)[N:27]=[CH:26][CH:25]=1. The yield is 0.0600.